This data is from hERG Central: cardiac toxicity at 1µM, 10µM, and general inhibition. The task is: Predict hERG channel inhibition at various concentrations. (1) The compound is N#Cc1cccc(Nc2c3c(nc4ccccc24)CCCC3)c1. Results: hERG_inhib (hERG inhibition (general)): blocker. (2) The molecule is Cn1c(=O)c(=O)n(C)c2cc(S(=O)(=O)N3CCN(Cc4ccccc4)CC3)ccc21. Results: hERG_inhib (hERG inhibition (general)): blocker. (3) The compound is CCOC(=O)C1CCN(CCC(=O)Nc2ccc(C)c(C)c2)CC1. Results: hERG_inhib (hERG inhibition (general)): blocker. (4) The compound is CCC(=O)N1CCN(c2ccc(NC(=O)c3cc4ccccc4o3)cc2Cl)CC1. Results: hERG_inhib (hERG inhibition (general)): blocker. (5) The molecule is CCCCc1ncc(CN2CCN(Cc3ccc(C)cc3)C(CCO)C2)[nH]1. Results: hERG_inhib (hERG inhibition (general)): blocker. (6) The compound is O=C(NCCCn1ccnc1)c1cc(-c2ccc(Br)cc2)on1. Results: hERG_inhib (hERG inhibition (general)): blocker.